From a dataset of NCI-60 drug combinations with 297,098 pairs across 59 cell lines. Regression. Given two drug SMILES strings and cell line genomic features, predict the synergy score measuring deviation from expected non-interaction effect. Drug 1: CC1=CC=C(C=C1)C2=CC(=NN2C3=CC=C(C=C3)S(=O)(=O)N)C(F)(F)F. Drug 2: C#CCC(CC1=CN=C2C(=N1)C(=NC(=N2)N)N)C3=CC=C(C=C3)C(=O)NC(CCC(=O)O)C(=O)O. Cell line: SNB-19. Synergy scores: CSS=39.9, Synergy_ZIP=2.20, Synergy_Bliss=-1.29, Synergy_Loewe=-33.1, Synergy_HSA=-2.80.